This data is from Full USPTO retrosynthesis dataset with 1.9M reactions from patents (1976-2016). The task is: Predict the reactants needed to synthesize the given product. (1) Given the product [CH3:25][C:21]1[CH:22]=[C:23]([CH3:24])[N:19]([CH2:18][C:15]2[CH:16]=[CH:17][C:12]([CH2:11][N:9]3[CH:10]=[C:3]4[C:4]([N:5]=[CH:6][N:7]=[C:2]4[NH2:26])=[N:8]3)=[CH:13][CH:14]=2)[N:20]=1, predict the reactants needed to synthesize it. The reactants are: Cl[C:2]1[C:3]2[C:4](=[N:8][N:9]([CH2:11][C:12]3[CH:17]=[CH:16][C:15]([CH2:18][N:19]4[C:23]([CH3:24])=[CH:22][C:21]([CH3:25])=[N:20]4)=[CH:14][CH:13]=3)[CH:10]=2)[N:5]=[CH:6][N:7]=1.[NH3:26]. (2) Given the product [Br:39][CH2:2][C:3]1[C:11]2[C:6](=[CH:7][CH:8]=[CH:9][CH:10]=2)[N:5]([C:12]([O:14][C:15]([CH3:18])([CH3:17])[CH3:16])=[O:13])[CH:4]=1, predict the reactants needed to synthesize it. The reactants are: O[CH2:2][C:3]1[C:11]2[C:6](=[CH:7][CH:8]=[CH:9][CH:10]=2)[N:5]([C:12]([O:14][C:15]([CH3:18])([CH3:17])[CH3:16])=[O:13])[CH:4]=1.C1C=CC(P(C2C=CC=CC=2)C2C=CC=CC=2)=CC=1.C(Br)(Br)(Br)[Br:39]. (3) Given the product [OH:5][C:6]1[CH2:7][NH:8][C:9](=[O:34])[C:10]=1[C:11]1[N:15]([C:16]([O:18][C:19]([CH3:21])([CH3:20])[CH3:22])=[O:17])[C:14]2[CH:23]=[C:24]([N:28]3[CH2:29][CH2:30][O:31][CH2:32][CH2:33]3)[CH:25]=[C:26]([CH3:27])[C:13]=2[N:12]=1, predict the reactants needed to synthesize it. The reactants are: [H-].[Na+].C([O:5][C:6](=O)[CH2:7][NH:8][C:9](=[O:34])[CH2:10][C:11]1[N:15]([C:16]([O:18][C:19]([CH3:22])([CH3:21])[CH3:20])=[O:17])[C:14]2[CH:23]=[C:24]([N:28]3[CH2:33][CH2:32][O:31][CH2:30][CH2:29]3)[CH:25]=[C:26]([CH3:27])[C:13]=2[N:12]=1)C.C(OCC)(=O)C.[Cl-].[NH4+]. (4) Given the product [Cl:1][C:2]1[CH:10]=[C:9]([CH3:11])[CH:8]=[C:7]2[C:3]=1[CH2:4][CH:5]([CH3:13])[CH:6]2[O:12][CH3:18], predict the reactants needed to synthesize it. The reactants are: [Cl:1][C:2]1[CH:10]=[C:9]([CH3:11])[CH:8]=[C:7]2[C:3]=1[CH2:4][CH:5]([CH3:13])[C:6]2=[O:12].[BH4-].[Na+].[OH-].[K+].[CH3:18]I. (5) Given the product [NH2:3][C:2]1[C:7]([NH:8][C:24](=[O:25])[C:23]2[CH:27]=[CH:28][C:20]([O:19][CH2:15][CH:16]([CH3:18])[CH3:17])=[C:21]([N+:29]([O-:31])=[O:30])[CH:22]=2)=[C:6]([OH:9])[N:5]=[CH:4][CH:10]=1, predict the reactants needed to synthesize it. The reactants are: N[C:2]1[C:7]([NH2:8])=[C:6]([OH:9])[N:5]=[CH:4][N:3]=1.[C:10](=O)([O-])O.[Na+].[CH2:15]([O:19][C:20]1[CH:28]=[CH:27][C:23]([C:24](Cl)=[O:25])=[CH:22][C:21]=1[N+:29]([O-:31])=[O:30])[CH:16]([CH3:18])[CH3:17].CC(OCC1C2C(=CC=CC=2)C(COC(C)=O)=C2C=1C=CC=C2)=O.Cl. (6) Given the product [CH:17]1([C:20]2[C:21]([N:30]3[CH2:35][CH2:34][N:33]([C:11]([C:10]4[CH:9]=[CH:8][C:7]([N:3]5[CH2:4][CH2:5][CH2:6][S:2]5(=[O:1])=[O:16])=[CH:15][CH:14]=4)=[O:13])[CH2:32][CH2:31]3)=[N:22][CH:23]=[C:24]([C:26]([F:29])([F:27])[F:28])[CH:25]=2)[CH2:18][CH2:19]1, predict the reactants needed to synthesize it. The reactants are: [O:1]=[S:2]1(=[O:16])[CH2:6][CH2:5][CH2:4][N:3]1[C:7]1[CH:15]=[CH:14][C:10]([C:11]([OH:13])=O)=[CH:9][CH:8]=1.[CH:17]1([C:20]2[C:21]([N:30]3[CH2:35][CH2:34][NH:33][CH2:32][CH2:31]3)=[N:22][CH:23]=[C:24]([C:26]([F:29])([F:28])[F:27])[CH:25]=2)[CH2:19][CH2:18]1. (7) Given the product [NH2:25][C:22]1[CH:21]=[CH:20][C:19]([C:6]2[C:7]3[CH:15]=[C:14]4[O:16][CH2:17][O:18][C:13]4=[CH:12][C:8]=3[CH2:9][CH:10]3[CH2:11][N:2]([CH3:1])[C:3](=[O:28])[N:4]3[N:5]=2)=[CH:24][CH:23]=1, predict the reactants needed to synthesize it. The reactants are: [CH3:1][N:2]1[CH2:11][CH:10]2[N:4]([N:5]=[C:6]([C:19]3[CH:24]=[CH:23][C:22]([N+:25]([O-])=O)=[CH:21][CH:20]=3)[C:7]3[CH:15]=[C:14]4[O:16][CH2:17][O:18][C:13]4=[CH:12][C:8]=3[CH2:9]2)[C:3]1=[O:28].O.NN.C(O)C.